Dataset: Catalyst prediction with 721,799 reactions and 888 catalyst types from USPTO. Task: Predict which catalyst facilitates the given reaction. (1) Reactant: [CH3:1][O:2][C:3]1[CH:4]=[N:5][C:6]2[C:11]([CH:12]=1)=[CH:10][C:9]([CH2:13][C:14](OC(C)(C)C)=O)=[CH:8][CH:7]=2.[C:21]1([C:27]2[N:32]=[N:31][C:30]([NH:33][NH2:34])=[CH:29][CH:28]=2)[CH:26]=[CH:25][CH:24]=[CH:23][CH:22]=1. Product: [CH3:1][O:2][C:3]1[CH:4]=[N:5][C:6]2[C:11]([CH:12]=1)=[CH:10][C:9]([CH2:13][C:14]1[N:31]3[N:32]=[C:27]([C:21]4[CH:26]=[CH:25][CH:24]=[CH:23][CH:22]=4)[CH:28]=[CH:29][C:30]3=[N:33][N:34]=1)=[CH:8][CH:7]=2. The catalyst class is: 33. (2) Reactant: [F:1][C:2]1[CH:7]=[CH:6][C:5]([C:8]2[C:9]([C:26]3[CH:31]=[CH:30][CH:29]=[CH:28][CH:27]=3)=[C:10]([C:14]([CH:16]([C:18]3[CH:23]=[CH:22][C:21]([CH3:24])=[C:20]([F:25])[CH:19]=3)[OH:17])=[O:15])[CH:11]=[CH:12][CH:13]=2)=[CH:4][CH:3]=1.[Bi]=O. Product: [F:1][C:2]1[CH:7]=[CH:6][C:5]([C:8]2[C:9]([C:26]3[CH:27]=[CH:28][CH:29]=[CH:30][CH:31]=3)=[C:10]([C:14]([C:16]([C:18]3[CH:23]=[CH:22][C:21]([CH3:24])=[C:20]([F:25])[CH:19]=3)=[O:17])=[O:15])[CH:11]=[CH:12][CH:13]=2)=[CH:4][CH:3]=1. The catalyst class is: 15. (3) Reactant: [F:1][C:2]([F:10])([F:9])[C:3]1[CH:4]=[N:5][CH:6]=[CH:7][CH:8]=1.[OH:11]O. Product: [F:1][C:2]([F:10])([F:9])[C:3]1[CH:4]=[N+:5]([O-:11])[CH:6]=[CH:7][CH:8]=1. The catalyst class is: 15. (4) Reactant: C(O)C.[Na].[C:5]1([CH2:11][C:12](=[NH:14])[NH2:13])[CH:10]=[CH:9][CH:8]=[CH:7][CH:6]=1.[CH2:15]([N:22]1[CH2:28][CH2:27][C:26](=O)[CH:25]([C:30](OCC)=[O:31])[CH2:24][CH2:23]1)[C:16]1[CH:21]=[CH:20][CH:19]=[CH:18][CH:17]=1. Product: [CH2:11]([C:12]1[NH:14][C:30](=[O:31])[C:25]2[CH2:24][CH2:23][N:22]([CH2:15][C:16]3[CH:17]=[CH:18][CH:19]=[CH:20][CH:21]=3)[CH2:28][CH2:27][C:26]=2[N:13]=1)[C:5]1[CH:10]=[CH:9][CH:8]=[CH:7][CH:6]=1. The catalyst class is: 6.